Dataset: Forward reaction prediction with 1.9M reactions from USPTO patents (1976-2016). Task: Predict the product of the given reaction. (1) Given the reactants C(OC([N:8]1[CH2:12][CH:11]([N:13]([CH2:22][C:23]2[CH:28]=[CH:27][CH:26]=[CH:25][CH:24]=2)[C:14]([O:16][CH2:17][C:18]([Cl:21])([Cl:20])[Cl:19])=[O:15])[CH2:10][CH:9]1[C:29]([N:31]1[CH2:36][CH2:35][N:34]([C:37]2[CH:42]=[CH:41][CH:40]=[CH:39][C:38]=2[C:43]#[N:44])[CH2:33][CH2:32]1)=[O:30])=O)(C)(C)C.C(O)(C(F)(F)F)=O, predict the reaction product. The product is: [Cl:21][C:18]([Cl:19])([Cl:20])[CH2:17][O:16][C:14](=[O:15])[N:13]([CH:11]1[CH2:10][CH:9]([C:29]([N:31]2[CH2:32][CH2:33][N:34]([C:37]3[CH:42]=[CH:41][CH:40]=[CH:39][C:38]=3[C:43]#[N:44])[CH2:35][CH2:36]2)=[O:30])[NH:8][CH2:12]1)[CH2:22][C:23]1[CH:28]=[CH:27][CH:26]=[CH:25][CH:24]=1. (2) The product is: [C:31]([O:1][CH2:2][C:3]([CH3:29])([CH3:28])[CH2:4][N:5]1[CH2:13][CH:12]2[CH:7]([CH:8]([C:21]3[CH:26]=[CH:25][CH:24]=[CH:23][C:22]=3[CH3:27])[N:9]([C:14]([O:16][C:17]([CH3:20])([CH3:19])[CH3:18])=[O:15])[CH2:10][CH2:11]2)[CH2:6]1)(=[O:32])[CH3:30]. Given the reactants [OH:1][CH2:2][C:3]([CH3:29])([CH3:28])[CH2:4][N:5]1[CH2:13][CH:12]2[CH:7]([CH:8]([C:21]3[CH:26]=[CH:25][CH:24]=[CH:23][C:22]=3[CH3:27])[N:9]([C:14]([O:16][C:17]([CH3:20])([CH3:19])[CH3:18])=[O:15])[CH2:10][CH2:11]2)[CH2:6]1.[CH3:30][C:31](OC(C)=O)=[O:32], predict the reaction product. (3) Given the reactants [C:1]([N:4]1[CH2:9][CH2:8][N:7]([C:10]2[CH:15]=[CH:14][C:13]([NH:16][C:17]3[N:18]=[CH:19][C:20]4[CH:25]=[C:24]([CH:26]=O)[N:23]([CH:28]([CH2:31][CH3:32])[CH2:29][CH3:30])[C:21]=4[N:22]=3)=[CH:12][CH:11]=2)[CH2:6][CH2:5]1)(=[O:3])[CH3:2].[CH2:33]([NH2:39])[C:34]1[O:38][CH:37]=[CH:36][CH:35]=1.[BH-](OC(C)=O)(OC(C)=O)OC(C)=O.[Na+].C(O)(=O)C, predict the reaction product. The product is: [CH2:29]([CH:28]([N:23]1[C:21]2[N:22]=[C:17]([NH:16][C:13]3[CH:12]=[CH:11][C:10]([N:7]4[CH2:6][CH2:5][N:4]([C:1](=[O:3])[CH3:2])[CH2:9][CH2:8]4)=[CH:15][CH:14]=3)[N:18]=[CH:19][C:20]=2[CH:25]=[C:24]1[CH2:26][NH:39][CH2:33][C:34]1[O:38][CH:37]=[CH:36][CH:35]=1)[CH2:31][CH3:32])[CH3:30]. (4) Given the reactants [CH3:1][O:2][C:3]([C:5]1[S:14][C:8]2[N:9]=[CH:10][N:11]=[C:12](Cl)[C:7]=2[C:6]=1[CH3:15])=[O:4].[NH2:16][C:17]1[C:18]([OH:23])=[N:19][CH:20]=[CH:21][CH:22]=1, predict the reaction product. The product is: [CH3:1][O:2][C:3]([C:5]1[S:14][C:8]2[N:9]=[CH:10][N:11]=[C:12]([NH:16][C:17]3[C:18]([OH:23])=[N:19][CH:20]=[CH:21][CH:22]=3)[C:7]=2[C:6]=1[CH3:15])=[O:4].